Dataset: Forward reaction prediction with 1.9M reactions from USPTO patents (1976-2016). Task: Predict the product of the given reaction. (1) Given the reactants ClC1C=CC=C(C(OO)=[O:9])C=1.[NH2:12][C:13]1[N:14]=[C:15]([C:32]2[CH:37]=[CH:36][CH:35]=[CH:34][CH:33]=2)[C:16]([C:22]2[CH:23]=[CH:24][C:25](=[O:31])[N:26]([CH:28]([CH3:30])[CH3:29])[N:27]=2)=[N:17][C:18]=1[S:19]([CH3:21])=[O:20], predict the reaction product. The product is: [NH2:12][C:13]1[N:14]=[C:15]([C:32]2[CH:33]=[CH:34][CH:35]=[CH:36][CH:37]=2)[C:16]([C:22]2[CH:23]=[CH:24][C:25](=[O:31])[N:26]([CH:28]([CH3:30])[CH3:29])[N:27]=2)=[N:17][C:18]=1[S:19]([CH3:21])(=[O:9])=[O:20]. (2) Given the reactants [CH2:1]([O:3][C:4](=[O:41])[C:5]([CH3:40])([O:33][C:34]1[CH:39]=[CH:38][CH:37]=[CH:36][CH:35]=1)[CH2:6][C:7]1[CH:12]=[CH:11][C:10]([O:13][CH2:14][CH2:15][CH:16]2[CH2:20][N:19]([CH2:21][C:22]3[CH:27]=[CH:26][C:25]([C:28]([F:31])([F:30])[F:29])=[CH:24][CH:23]=3)[C:18](=[O:32])[NH:17]2)=[CH:9][CH:8]=1)[CH3:2].[H-].[Na+].I[CH3:45], predict the reaction product. The product is: [CH2:1]([O:3][C:4](=[O:41])[C:5]([CH3:40])([O:33][C:34]1[CH:39]=[CH:38][CH:37]=[CH:36][CH:35]=1)[CH2:6][C:7]1[CH:12]=[CH:11][C:10]([O:13][CH2:14][CH2:15][CH:16]2[CH2:20][N:19]([CH2:21][C:22]3[CH:27]=[CH:26][C:25]([C:28]([F:29])([F:30])[F:31])=[CH:24][CH:23]=3)[C:18](=[O:32])[N:17]2[CH3:45])=[CH:9][CH:8]=1)[CH3:2]. (3) The product is: [C:7]([N:10]1[CH2:15][CH2:14][N:13]([CH2:6][C@@H:4]([OH:5])[CH2:3][O:2][CH3:1])[CH2:12][CH2:11]1)(=[O:9])[CH3:8]. Given the reactants [CH3:1][O:2][CH2:3][C@H:4]1[CH2:6][O:5]1.[C:7]([N:10]1[CH2:15][CH2:14][NH:13][CH2:12][CH2:11]1)(=[O:9])[CH3:8], predict the reaction product. (4) Given the reactants Cl[C:2]1[N:7]=[C:6]([NH:8][C:9]2[CH:13]=[C:12]([CH:14]3[CH2:16][CH2:15]3)[NH:11][N:10]=2)[C:5]([Cl:17])=[CH:4][N:3]=1.[F:18][C:19]1[CH:20]=[CH:21][C:22]([CH:25]([NH2:27])[CH3:26])=[N:23][CH:24]=1.CCN(C(C)C)C(C)C, predict the reaction product. The product is: [Cl:17][C:5]1[C:6]([NH:8][C:9]2[CH:13]=[C:12]([CH:14]3[CH2:16][CH2:15]3)[NH:11][N:10]=2)=[N:7][C:2]([NH:27][CH:25]([C:22]2[CH:21]=[CH:20][C:19]([F:18])=[CH:24][N:23]=2)[CH3:26])=[N:3][CH:4]=1. (5) Given the reactants [C:1]1([C:20]2[CH:25]=[CH:24][CH:23]=[CH:22][CH:21]=2)[CH:6]=[CH:5][C:4]([NH:7][C:8]2[CH:13]=[N:12][CH:11]=[C:10]3[S:14][C:15](C(Cl)=O)=[CH:16][C:9]=23)=[CH:3][CH:2]=1.C[Si]([N:30]=[N+:31]=[N-:32])(C)C.C[N:34]([CH:36]=[O:37])C.[N-]=[N+]=[N-].[Na+], predict the reaction product. The product is: [C:1]1([C:20]2[CH:25]=[CH:24][CH:23]=[CH:22][CH:21]=2)[CH:6]=[CH:5][C:4]([NH:7][C:8]2[CH:13]=[N:12][CH:11]=[C:10]3[S:14][C:15]([N:32]4[C:36](=[O:37])[NH:34][N:30]=[N:31]4)=[CH:16][C:9]=23)=[CH:3][CH:2]=1. (6) Given the reactants [OH:1][C:2]1[CH:3]=[C:4]([CH:19]=[CH:20][CH:21]=1)[O:5][CH2:6][CH2:7][N:8]1[C:16](=[O:17])[C:15]2[C:10](=[CH:11][CH:12]=[CH:13][CH:14]=2)[C:9]1=[O:18].[CH2:22]1[O:30][CH:23]1[C:24]1[CH:29]=[CH:28][CH:27]=[CH:26][CH:25]=1, predict the reaction product. The product is: [OH:30][CH:23]([C:24]1[CH:29]=[CH:28][CH:27]=[CH:26][CH:25]=1)[CH2:22][O:1][C:2]1[CH:3]=[C:4]([CH:19]=[CH:20][CH:21]=1)[O:5][CH2:6][CH2:7][N:8]1[C:9](=[O:18])[C:10]2[C:15](=[CH:14][CH:13]=[CH:12][CH:11]=2)[C:16]1=[O:17]. (7) Given the reactants [F:1][C:2]1[CH:25]=[C:24]([F:26])[CH:23]=[CH:22][C:3]=1[O:4][C:5]1[CH:6]=[C:7]2[C:11](=[CH:12][C:13]=1[S:14](Cl)(=[O:16])=[O:15])[N:10]([CH2:18][CH:19]([CH3:21])[CH3:20])[N:9]=[CH:8]2.[CH3:27][N:28]([CH3:33])[CH2:29][CH2:30][CH2:31][NH2:32].C(N(CC)CC)C, predict the reaction product. The product is: [CH3:27][N:28]([CH3:33])[CH2:29][CH2:30][CH2:31][NH:32][S:14]([C:13]1[CH:12]=[C:11]2[C:7]([CH:8]=[N:9][N:10]2[CH2:18][CH:19]([CH3:21])[CH3:20])=[CH:6][C:5]=1[O:4][C:3]1[CH:22]=[CH:23][C:24]([F:26])=[CH:25][C:2]=1[F:1])(=[O:16])=[O:15]. (8) The product is: [CH3:3][CH:2]([O:4][C:5]1[CH:6]=[CH:7][C:8]([CH3:11])=[N+:9]([O-:17])[CH:10]=1)[CH3:1]. Given the reactants [CH3:1][CH:2]([O:4][C:5]1[CH:6]=[CH:7][C:8]([CH3:11])=[N:9][CH:10]=1)[CH3:3].ClC1C=C(C=CC=1)C(OO)=[O:17].C(OCC)(=O)C, predict the reaction product. (9) Given the reactants [CH2:1]([C:3]1([C:16]2[CH:21]=[CH:20][CH:19]=[CH:18][N:17]=2)[NH:8][C:7]2[C:9]([N+:13]([O-])=O)=[CH:10][CH:11]=[CH:12][C:6]=2[O:5][CH2:4]1)[CH3:2], predict the reaction product. The product is: [CH2:1]([C:3]1([C:16]2[CH:21]=[CH:20][CH:19]=[CH:18][N:17]=2)[NH:8][C:7]2=[C:9]([NH2:13])[CH:10]=[CH:11][CH:12]=[C:6]2[O:5][CH2:4]1)[CH3:2]. (10) Given the reactants Cl[C:2]1[C:11]2[C:6](=[CH:7][CH:8]=[CH:9][CH:10]=2)[CH:5]=[C:4]([NH:12][C:13]2[CH:17]=[CH:16][NH:15][N:14]=2)[N:3]=1.[CH3:18][CH:19]([CH3:22])[CH2:20][OH:21], predict the reaction product. The product is: [CH2:20]([O:21][C:2]1[C:11]2[C:6](=[CH:7][CH:8]=[CH:9][CH:10]=2)[CH:5]=[C:4]([NH:12][C:13]2[CH:17]=[CH:16][NH:15][N:14]=2)[N:3]=1)[CH:19]([CH3:22])[CH3:18].